From a dataset of NCI-60 drug combinations with 297,098 pairs across 59 cell lines. Regression. Given two drug SMILES strings and cell line genomic features, predict the synergy score measuring deviation from expected non-interaction effect. (1) Drug 1: CC1OCC2C(O1)C(C(C(O2)OC3C4COC(=O)C4C(C5=CC6=C(C=C35)OCO6)C7=CC(=C(C(=C7)OC)O)OC)O)O. Drug 2: COC1=NC(=NC2=C1N=CN2C3C(C(C(O3)CO)O)O)N. Cell line: SF-295. Synergy scores: CSS=48.1, Synergy_ZIP=2.95, Synergy_Bliss=2.25, Synergy_Loewe=-43.5, Synergy_HSA=1.75. (2) Drug 1: CN1CCC(CC1)COC2=C(C=C3C(=C2)N=CN=C3NC4=C(C=C(C=C4)Br)F)OC. Drug 2: CCC1(CC2CC(C3=C(CCN(C2)C1)C4=CC=CC=C4N3)(C5=C(C=C6C(=C5)C78CCN9C7C(C=CC9)(C(C(C8N6C)(C(=O)OC)O)OC(=O)C)CC)OC)C(=O)OC)O.OS(=O)(=O)O. Cell line: COLO 205. Synergy scores: CSS=55.2, Synergy_ZIP=14.3, Synergy_Bliss=16.8, Synergy_Loewe=-19.9, Synergy_HSA=11.1.